Dataset: Catalyst prediction with 721,799 reactions and 888 catalyst types from USPTO. Task: Predict which catalyst facilitates the given reaction. Reactant: [NH2:1][C:2]1[C:7]([C:8]#[N:9])=[C:6]([CH:10]2[CH2:15][CH2:14][CH2:13][O:12][CH2:11]2)[C:5]([C:16]#[N:17])=[C:4]([SH:18])[N:3]=1.Cl[CH2:20][C:21]1[N:22]=[C:23]([C:26]2[CH:31]=[CH:30][C:29]([Cl:32])=[CH:28][CH:27]=2)[S:24][CH:25]=1.C(=O)(O)[O-].[Na+]. Product: [NH2:1][C:2]1[C:7]([C:8]#[N:9])=[C:6]([CH:10]2[CH2:15][CH2:14][CH2:13][O:12][CH2:11]2)[C:5]([C:16]#[N:17])=[C:4]([S:18][CH2:20][C:21]2[N:22]=[C:23]([C:26]3[CH:31]=[CH:30][C:29]([Cl:32])=[CH:28][CH:27]=3)[S:24][CH:25]=2)[N:3]=1. The catalyst class is: 3.